This data is from Forward reaction prediction with 1.9M reactions from USPTO patents (1976-2016). The task is: Predict the product of the given reaction. The product is: [CH:12]([C:11]1[NH:9][C:6]2=[CH:7][N:8]=[C:3]([O:2][CH3:1])[CH:4]=[C:5]2[CH:10]=1)([CH3:14])[CH3:13]. Given the reactants [CH3:1][O:2][C:3]1[N:8]=[CH:7][C:6]([NH2:9])=[C:5]([C:10]#[C:11][CH:12]([CH3:14])[CH3:13])[CH:4]=1.CC([O-])(C)C.[K+], predict the reaction product.